From a dataset of NCI-60 drug combinations with 297,098 pairs across 59 cell lines. Regression. Given two drug SMILES strings and cell line genomic features, predict the synergy score measuring deviation from expected non-interaction effect. Drug 1: CS(=O)(=O)C1=CC(=C(C=C1)C(=O)NC2=CC(=C(C=C2)Cl)C3=CC=CC=N3)Cl. Drug 2: C1=CC(=CC=C1CCC2=CNC3=C2C(=O)NC(=N3)N)C(=O)NC(CCC(=O)O)C(=O)O. Cell line: SR. Synergy scores: CSS=32.8, Synergy_ZIP=-6.92, Synergy_Bliss=-9.95, Synergy_Loewe=-19.7, Synergy_HSA=-5.63.